Predict the product of the given reaction. From a dataset of Forward reaction prediction with 1.9M reactions from USPTO patents (1976-2016). (1) Given the reactants [CH2:1]([O:3][CH2:4][C:5]1[N:6]([CH2:19][CH2:20][CH3:21])[C:7]2[C:16]3[CH:15]=[C:14]([OH:17])[CH:13]=[CH:12][C:11]=3[N:10]=[CH:9][C:8]=2[N:18]=1)[CH3:2].C1C=C(Cl)C=C(C(OO)=[O:30])C=1.C1(P(C2C=CC=CC=2)C2C=CC=CC=2)C=CC=CC=1.[N:52]1[CH:57]=[CH:56][CH:55]=[C:54]([CH2:58]O)[CH:53]=1.N(C(OC(C)C)=O)=NC(OC(C)C)=O, predict the reaction product. The product is: [CH2:1]([O:3][CH2:4][C:5]1[N:6]([CH2:19][CH2:20][CH3:21])[C:7]2[C:16]3[CH:15]=[C:14]([O:17][CH2:58][C:54]4[CH:53]=[N:52][CH:57]=[CH:56][CH:55]=4)[CH:13]=[CH:12][C:11]=3[N+:10]([O-:30])=[CH:9][C:8]=2[N:18]=1)[CH3:2]. (2) Given the reactants Br[C:2]1[C:3]([CH3:8])=[N:4][O:5][C:6]=1[CH3:7].C([Li])CCC.[B:14](OC(C)C)([O:19]C(C)C)[O:15]C(C)C, predict the reaction product. The product is: [CH3:8][C:3]1[C:2]([B:14]([OH:19])[OH:15])=[C:6]([CH3:7])[O:5][N:4]=1. (3) Given the reactants [C:1]([O:5][C:6]([C@H:8]([CH2:18][CH2:19][O:20][CH3:21])[CH2:9][C:10]1([C:15]([O-:17])=[O:16])[CH2:14][CH2:13][CH2:12][CH2:11]1)=[O:7])([CH3:4])([CH3:3])[CH3:2].O[C@@H](C1C=CC=CC=1)[C@@H]([NH2+]C)C.Cl, predict the reaction product. The product is: [C:1]([O:5][C:6]([C@H:8]([CH2:18][CH2:19][O:20][CH3:21])[CH2:9][C:10]1([C:15]([OH:17])=[O:16])[CH2:14][CH2:13][CH2:12][CH2:11]1)=[O:7])([CH3:3])([CH3:2])[CH3:4]. (4) Given the reactants Br[C:2]1[CH:3]=[C:4]([CH3:7])[S:5][CH:6]=1.[B:8](OC(C)C)([O:13]C(C)C)[O:9]C(C)C.N#N.[Li]CCCC.CCCCCC.Cl, predict the reaction product. The product is: [CH3:7][C:4]1[S:5][CH:6]=[C:2]([B:8]([OH:13])[OH:9])[CH:3]=1.